Dataset: Catalyst prediction with 721,799 reactions and 888 catalyst types from USPTO. Task: Predict which catalyst facilitates the given reaction. (1) Reactant: C([O:3][C:4](=[O:43])[CH2:5][CH2:6][N:7]([C:36]([O:38][C:39]([CH3:42])([CH3:41])[CH3:40])=[O:37])[CH2:8][C:9]([N:11]1[C:19]2[C:14](=[CH:15][C:16]([O:20][CH2:21][C:22]3[CH:27]=[CH:26][C:25]([C:28]4([CH3:31])[CH2:30][CH2:29]4)=[C:24]([C:32]([F:35])([F:34])[F:33])[CH:23]=3)=[CH:17][CH:18]=2)[CH2:13][CH2:12]1)=[O:10])C.[OH-].[Na+]. Product: [C:39]([O:38][C:36]([N:7]([CH2:6][CH2:5][C:4]([OH:43])=[O:3])[CH2:8][C:9]([N:11]1[C:19]2[C:14](=[CH:15][C:16]([O:20][CH2:21][C:22]3[CH:27]=[CH:26][C:25]([C:28]4([CH3:31])[CH2:29][CH2:30]4)=[C:24]([C:32]([F:35])([F:33])[F:34])[CH:23]=3)=[CH:17][CH:18]=2)[CH2:13][CH2:12]1)=[O:10])=[O:37])([CH3:40])([CH3:41])[CH3:42]. The catalyst class is: 36. (2) Reactant: C1C=C(Cl)C=C(C(OO)=O)C=1.[Cl:12][C:13]1[CH:18]=[CH:17][CH:16]=[C:15]([Cl:19])[C:14]=1[N:20]1[CH:31]=[CH:30][C:23]2[N:24]=[C:25](SC)[N:26]=[CH:27][C:22]=2[C:21]1=[O:32].CCN(C(C)C)C(C)C.[NH2:42][C:43]1[CH:48]=[CH:47][C:46]([N:49]2[CH2:54][CH2:53][N:52]([C:55]([O:57][C:58]([CH3:61])([CH3:60])[CH3:59])=[O:56])[CH2:51][CH2:50]2)=[C:45]([Cl:62])[CH:44]=1. Product: [Cl:62][C:45]1[CH:44]=[C:43]([NH:42][C:25]2[N:26]=[CH:27][C:22]3[C:21](=[O:32])[N:20]([C:14]4[C:13]([Cl:12])=[CH:18][CH:17]=[CH:16][C:15]=4[Cl:19])[CH:31]=[CH:30][C:23]=3[N:24]=2)[CH:48]=[CH:47][C:46]=1[N:49]1[CH2:54][CH2:53][N:52]([C:55]([O:57][C:58]([CH3:61])([CH3:60])[CH3:59])=[O:56])[CH2:51][CH2:50]1. The catalyst class is: 390. (3) Reactant: Cl[C:2]1[N:3]=[CH:4][C:5]2[N:11]([CH2:12][CH3:13])[C:10](=[O:14])[CH:9]([CH2:15][CH3:16])[CH2:8][N:7]([CH:17]3[CH2:21][CH2:20][CH2:19][CH2:18]3)[C:6]=2[N:22]=1.[NH2:23][C:24]1[CH:32]=[CH:31][C:27]([C:28]([OH:30])=[O:29])=[CH:26][C:25]=1[O:33][CH3:34].C(O)C. Product: [CH:17]1([N:7]2[CH2:8][CH:9]([CH2:15][CH3:16])[C:10](=[O:14])[N:11]([CH2:12][CH3:13])[C:5]3[CH:4]=[N:3][C:2]([NH:23][C:24]4[CH:32]=[CH:31][C:27]([C:28]([OH:30])=[O:29])=[CH:26][C:25]=4[O:33][CH3:34])=[N:22][C:6]2=3)[CH2:21][CH2:20][CH2:19][CH2:18]1. The catalyst class is: 126. (4) Reactant: [CH3:1][C:2]1[C:3](=[O:8])O[C:5](=[O:7])[CH:6]=1.[NH2:9][C@@H:10]([CH:14]([CH3:16])[CH3:15])[C:11]([OH:13])=[O:12]. Product: [CH3:15][CH:14]([CH3:16])[C@H:10]([N:9]1[C:5](=[O:7])[CH:6]=[C:2]([CH3:1])[C:3]1=[O:8])[C:11]([OH:13])=[O:12]. The catalyst class is: 15.